From a dataset of Forward reaction prediction with 1.9M reactions from USPTO patents (1976-2016). Predict the product of the given reaction. (1) Given the reactants ClC(Cl)C.[O:5]=[C:6]1[C:14](=[C:15]2[CH:24]=[CH:23][C:22]3[C:17](=[CH:18][CH:19]=[C:20]([CH:25]=O)[CH:21]=3)[NH:16]2)[C:13]2[C:8](=[CH:9][CH:10]=[CH:11][CH:12]=2)[NH:7]1.[CH3:27][O:28][CH2:29][CH2:30][NH:31][CH3:32].C(O[BH-](OC(=O)C)OC(=O)C)(=O)C.[Na+].C(=O)(O)[O-].[Na+], predict the reaction product. The product is: [CH3:27][O:28][CH2:29][CH2:30][N:31]([CH2:25][C:20]1[CH:21]=[C:22]2[C:17](=[CH:18][CH:19]=1)[NH:16][C:15](=[C:14]1[C:13]3[C:8](=[CH:9][CH:10]=[CH:11][CH:12]=3)[NH:7][C:6]1=[O:5])[CH:24]=[CH:23]2)[CH3:32]. (2) Given the reactants [Cl:1][C:2]1[N:7]=[C:6](Cl)[C:5]([CH:9]=O)=[C:4]([Cl:11])[N:3]=1.Cl.[CH2:13]([N:20]1[CH2:25][CH2:24][CH:23]([NH:26][NH2:27])[CH2:22][CH2:21]1)[C:14]1[CH:19]=[CH:18][CH:17]=[CH:16][CH:15]=1.C(N(CC)CC)C, predict the reaction product. The product is: [ClH:1].[CH2:13]([N:20]1[CH2:21][CH2:22][CH:23]([N:26]2[C:6]3=[N:7][C:2]([Cl:1])=[N:3][C:4]([Cl:11])=[C:5]3[CH:9]=[N:27]2)[CH2:24][CH2:25]1)[C:14]1[CH:15]=[CH:16][CH:17]=[CH:18][CH:19]=1. (3) Given the reactants C(OC([N:8]1[CH2:12][CH2:11][CH2:10][C@H:9]1[C:13]1[NH:14][C:15]([C:18]2[CH:23]=[CH:22][C:21]([C:24]3[CH:25]=[CH:26][C:27]4[O:31][N:30]=[C:29]([NH:32][C:33]([C@@H:35]5[CH2:39][CH2:38][CH2:37][N:36]5C(OC(C)(C)C)=O)=[O:34])[C:28]=4[CH:47]=3)=[CH:20][CH:19]=2)=[CH:16][N:17]=1)=O)(C)(C)C.C(O)(C(F)(F)F)=O, predict the reaction product. The product is: [NH:8]1[CH2:12][CH2:11][CH2:10][C@H:9]1[C:13]1[NH:14][C:15]([C:18]2[CH:19]=[CH:20][C:21]([C:24]3[CH:25]=[CH:26][C:27]4[O:31][N:30]=[C:29]([NH:32][C:33]([C@@H:35]5[CH2:39][CH2:38][CH2:37][NH:36]5)=[O:34])[C:28]=4[CH:47]=3)=[CH:22][CH:23]=2)=[CH:16][N:17]=1. (4) Given the reactants Br[C:2]1[CH:7]=[C:6]([Br:8])[CH:5]=[CH:4][C:3]=1[N+:9]([O-:11])=[O:10].[CH:12]([NH2:15])([CH3:14])[CH3:13], predict the reaction product. The product is: [CH:12]([NH:15][C:2]1[CH:7]=[C:6]([Br:8])[CH:5]=[CH:4][C:3]=1[N+:9]([O-:11])=[O:10])([CH3:14])[CH3:13]. (5) Given the reactants [O:1]=[C:2]([C:9]1[O:10][C:11]([C:14]2[CH:19]=[CH:18][CH:17]=[CH:16][N:15]=2)=[CH:12][N:13]=1)[CH2:3][CH2:4][CH2:5][CH2:6][C:7]#[CH:8].I[C:21]1[CH:26]=[CH:25][CH:24]=[C:23]([N+:27]([O-:29])=[O:28])[CH:22]=1, predict the reaction product. The product is: [O:1]=[C:2]([C:9]1[O:10][C:11]([C:14]2[CH:19]=[CH:18][CH:17]=[CH:16][N:15]=2)=[CH:12][N:13]=1)[CH2:3][CH2:4][CH2:5][CH2:6][C:7]#[C:8][C:21]1[CH:26]=[CH:25][CH:24]=[C:23]([N+:27]([O-:29])=[O:28])[CH:22]=1.